From a dataset of Full USPTO retrosynthesis dataset with 1.9M reactions from patents (1976-2016). Predict the reactants needed to synthesize the given product. (1) Given the product [Br:1][C:2]1[CH:3]=[CH:4][C:5]([CH:8]([CH3:11])[CH2:9][O:10][Si:17]([C:20]([CH3:23])([CH3:22])[CH3:21])([CH3:19])[CH3:18])=[CH:6][CH:7]=1, predict the reactants needed to synthesize it. The reactants are: [Br:1][C:2]1[CH:7]=[CH:6][C:5]([CH:8]([CH3:11])[CH2:9][OH:10])=[CH:4][CH:3]=1.N1C=CN=C1.[Si:17](Cl)([C:20]([CH3:23])([CH3:22])[CH3:21])([CH3:19])[CH3:18]. (2) Given the product [O:26]=[C:24]1[C:11]2=[CH:12][C:13]3[CH:14]=[CH:15][C:16]([C:19]([O:21][CH2:22][CH3:23])=[O:20])=[CH:17][C:18]=3[N:10]2[CH2:9][C:3]2([CH2:4][CH2:5][O:6][CH2:7][CH2:8]2)[CH2:2][NH:1]1, predict the reactants needed to synthesize it. The reactants are: [NH2:1][CH2:2][C:3]1([CH2:9][N:10]2[C:18]3[C:13](=[CH:14][CH:15]=[C:16]([C:19]([O:21][CH2:22][CH3:23])=[O:20])[CH:17]=3)[CH:12]=[C:11]2[C:24]([O:26]CC)=O)[CH2:8][CH2:7][O:6][CH2:5][CH2:4]1.C(N(CC)CC)C.C([O-])([O-])=O.[K+].[K+]. (3) Given the product [F:1][CH2:2][O:3][C:4]1[CH:9]=[CH:8][C:7]([OH:21])=[CH:6][CH:5]=1, predict the reactants needed to synthesize it. The reactants are: [F:1][CH2:2][O:3][C:4]1[CH:9]=[CH:8][C:7](C(=O)C)=[CH:6][CH:5]=1.C1C=C(Cl)C=C(C(OO)=[O:21])C=1.[Li+].[OH-].Cl. (4) Given the product [F:18][C:19]1[CH:20]=[CH:21][C:22]([C@@H:25]2[CH2:27][C@H:26]2[C:28]([N:10]2[CH2:9][C@H:8]([C:11]3[CH:12]=[CH:13][CH:14]=[CH:15][CH:16]=3)[NH:7][C:6](=[O:17])[C@@H:5]2[CH2:1][CH:2]([CH3:4])[CH3:3])=[O:29])=[CH:23][CH:24]=1, predict the reactants needed to synthesize it. The reactants are: [CH2:1]([C@@H:5]1[NH:10][CH2:9][C@H:8]([C:11]2[CH:16]=[CH:15][CH:14]=[CH:13][CH:12]=2)[NH:7][C:6]1=[O:17])[CH:2]([CH3:4])[CH3:3].[F:18][C:19]1[CH:24]=[CH:23][C:22]([C@@H:25]2[CH2:27][C@H:26]2[C:28](O)=[O:29])=[CH:21][CH:20]=1.C([C@@H]1N(C(=O)/C=C/C2C=CC=CC=2)C[C@H](CC(C)C)NC1=O)C(C)C. (5) Given the product [I:61][CH2:62][C@@H:63]([OH:70])[CH2:64][C:65]([O:67][CH2:68][CH3:69])=[O:66], predict the reactants needed to synthesize it. The reactants are: O=C[C@@H]([C@H]([C@@H]([C@@H](CO)O)O)O)O.C1C=[N+]([C@@H]2O[C@H](COP(OP(OC[C@H]3O[C@@H](N4C5N=CN=C(N)C=5N=C4)[C@H](OP(O)(O)=O)[C@@H]3O)(O)=O)(O)=O)[C@@H](O)[C@H]2O)C=C(C(N)=O)C=1.[I:61][CH2:62][C:63](=[O:70])[CH2:64][C:65]([O:67][CH2:68][CH3:69])=[O:66].[OH-].[Na+].